Dataset: Catalyst prediction with 721,799 reactions and 888 catalyst types from USPTO. Task: Predict which catalyst facilitates the given reaction. Reactant: [CH3:1][C:2]1[C:3]([C:8]2[CH:13]=[CH:12][CH:11]=[CH:10][CH:9]=2)=[N:4][CH:5]=[CH:6][CH:7]=1.ClC1C=CC=C(C(OO)=[O:22])C=1.[OH-].[Na+].S([O-])([O-])(=O)=S.[Na+].[Na+]. Product: [CH3:1][C:2]1[C:3]([C:8]2[CH:13]=[CH:12][CH:11]=[CH:10][CH:9]=2)=[N+:4]([O-:22])[CH:5]=[CH:6][CH:7]=1. The catalyst class is: 4.